Predict which catalyst facilitates the given reaction. From a dataset of Catalyst prediction with 721,799 reactions and 888 catalyst types from USPTO. (1) Reactant: Cl[CH:2]1[NH+:11]2[CH2:12][CH2:13][C:14]3[C:19]([C:10]2=[CH:9][C:8]2[CH:7]=[CH:6][C:5]([O:23][CH3:24])=[C:4]([O:25][CH3:26])[C:3]1=2)=[CH:18][C:17]1[O:20][CH2:21][O:22][C:16]=1[CH:15]=3.[Cl-].[CH2:28]([Mg]Cl)[CH:29]=[CH2:30].O1C[CH2:36][CH2:35][CH2:34]1. Product: [CH2:28]([C:2]1([CH2:36][CH:35]=[CH2:34])[N:11]2[CH2:12][CH2:13][C:14]3[C:19]([C:10]2=[CH:9][C:8]2[CH:7]=[CH:6][C:5]([O:23][CH3:24])=[C:4]([O:25][CH3:26])[C:3]1=2)=[CH:18][C:17]1[O:20][CH2:21][O:22][C:16]=1[CH:15]=3)[CH:29]=[CH2:30]. The catalyst class is: 27. (2) Reactant: [CH3:1][N:2]1[CH:6]=[C:5]([C:7]2[N:12]=[C:11]3[N:13]([CH2:16][C@H:17]4[O:22][CH2:21][CH2:20][N:19]([C:23]5[N:28]=[CH:27][C:26](B6OC(C)(C)C(C)(C)O6)=[CH:25][N:24]=5)[CH2:18]4)[N:14]=[N:15][C:10]3=[N:9][CH:8]=2)[CH:4]=[N:3]1.C1C[O:41]CC1. Product: [CH3:1][N:2]1[CH:6]=[C:5]([C:7]2[N:12]=[C:11]3[N:13]([CH2:16][C@@H:17]4[CH2:18][N:19]([C:23]5[N:24]=[CH:25][C:26]([OH:41])=[CH:27][N:28]=5)[CH2:20][CH2:21][O:22]4)[N:14]=[N:15][C:10]3=[N:9][CH:8]=2)[CH:4]=[N:3]1. The catalyst class is: 6.